Predict the reaction yield, written as a fraction of the theoretical maximum amount of product (1.0 means a 100% yield; for example, 0.34 means a 34% yield). From a dataset of Reaction yield outcomes from USPTO patents with 853,638 reactions. (1) The reactants are [OH:1][C@@H:2]([CH2:31]O)[CH2:3][N:4]1[CH:8]=[CH:7][C:6]([NH:9][C:10](=[O:30])[C@@H:11]([N:16]2[CH2:20][C:19]([O:21][C:22]3[CH:27]=[CH:26][CH:25]=[CH:24][C:23]=3[F:28])=[CH:18][C:17]2=[O:29])[CH2:12][CH:13]([CH3:15])[CH3:14])=[N:5]1.[CH3:33]N(C)CCCN=C=NCC.ON1C2C=CC=CC=2N=N1.Cl.O[C@@H](CO)CN1C=CC(NC(=O)[C@@H](N2CC(OC3C=CC=C(Cl)C=3Cl)=CC2=O)CC(C)C)=N1. The catalyst is ClCCl. The product is [OH:1][C:2]([CH3:33])([CH3:31])[CH2:3][N:4]1[CH:8]=[CH:7][C:6]([NH:9][C:10](=[O:30])[C@@H:11]([N:16]2[CH2:20][C:19]([O:21][C:22]3[CH:27]=[CH:26][CH:25]=[CH:24][C:23]=3[F:28])=[CH:18][C:17]2=[O:29])[CH2:12][CH:13]([CH3:14])[CH3:15])=[N:5]1. The yield is 0.740. (2) The reactants are [Cl:1][C:2]1[C:23]([Cl:24])=[CH:22][C:5]2[N:6]([C:11]3[CH:16]=[CH:15][C:14]([C:17]([CH3:21])([CH3:20])[C:18]#[N:19])=[CH:13][CH:12]=3)[C:7]([CH2:9][CH3:10])=[N:8][C:4]=2[CH:3]=1.C(Cl)(Cl)Cl.[C:29]1([CH3:41])[CH:34]=[CH:33][C:32]([S:35]([N:38]=[C:39]=[O:40])(=[O:37])=[O:36])=[CH:31][CH:30]=1.C(N(CC)CC)C. The catalyst is C(O)C.O=[Pt]=O. The product is [Cl:1][C:2]1[C:23]([Cl:24])=[CH:22][C:5]2[N:6]([C:11]3[CH:12]=[CH:13][C:14]([C:17]([CH3:21])([CH3:20])[CH2:18][NH:19][C:39]([NH:38][S:35]([C:32]4[CH:33]=[CH:34][C:29]([CH3:41])=[CH:30][CH:31]=4)(=[O:37])=[O:36])=[O:40])=[CH:15][CH:16]=3)[C:7]([CH2:9][CH3:10])=[N:8][C:4]=2[CH:3]=1. The yield is 0.370. (3) The reactants are [H-].[Na+].[F:3][C:4]1[CH:21]=[C:20]([F:22])[CH:19]=[CH:18][C:5]=1[CH2:6][N:7]([CH2:15][CH2:16][OH:17])[C:8](=[O:14])[O:9][C:10]([CH3:13])([CH3:12])[CH3:11].[Cl:23][C:24]1[CH:25]=[C:26]([N+:31]([O-:33])=[O:32])[CH:27]=[CH:28][C:29]=1F.O. The catalyst is CN(C)C=O. The product is [Cl:23][C:24]1[CH:25]=[C:26]([N+:31]([O-:33])=[O:32])[CH:27]=[CH:28][C:29]=1[O:17][CH2:16][CH2:15][N:7]([CH2:6][C:5]1[CH:18]=[CH:19][C:20]([F:22])=[CH:21][C:4]=1[F:3])[C:8](=[O:14])[O:9][C:10]([CH3:13])([CH3:12])[CH3:11]. The yield is 0.600. (4) The reactants are [CH3:1][C:2]([CH3:7])=[CH:3][C:4]([OH:6])=[O:5].[Al+3].[Cl-].[Cl-].[Cl-].[CH:12]1[CH:17]=[CH:16][CH:15]=[CH:14][CH:13]=1.Cl. The catalyst is O.C(OCC)C. The product is [CH3:1][C:2]([C:12]1[CH:17]=[CH:16][CH:15]=[CH:14][CH:13]=1)([CH3:7])[CH2:3][C:4]([OH:6])=[O:5]. The yield is 0.460. (5) The reactants are [C:1]1([CH2:7][O:8][C:9]2[CH:10]=[C:11]3[C:15](=[CH:16][CH:17]=2)[N:14]([S:18]([C:21]2[CH:26]=[CH:25][CH:24]=[CH:23][CH:22]=2)(=[O:20])=[O:19])[CH:13]=[CH:12]3)[CH:6]=[CH:5][CH:4]=[CH:3][CH:2]=1.[Li]CCCC.CN([CH:35]=[O:36])C.[NH4+].[Cl-]. The catalyst is C1COCC1. The product is [C:1]1([CH2:7][O:8][C:9]2[CH:10]=[C:11]3[C:15](=[CH:16][CH:17]=2)[N:14]([S:18]([C:21]2[CH:26]=[CH:25][CH:24]=[CH:23][CH:22]=2)(=[O:20])=[O:19])[C:13]([CH:35]=[O:36])=[CH:12]3)[CH:2]=[CH:3][CH:4]=[CH:5][CH:6]=1. The yield is 0.770. (6) The reactants are CC([O-])(C)C.[Na+].Br[C:8]1[CH:13]=[C:12]([CH3:14])[CH:11]=[CH:10][C:9]=1[CH3:15].[NH:16]1[CH2:21][CH2:20][O:19][CH2:18][CH2:17]1. The catalyst is C1C=CC(/C=C/C(/C=C/C2C=CC=CC=2)=O)=CC=1.C1C=CC(/C=C/C(/C=C/C2C=CC=CC=2)=O)=CC=1.C1C=CC(/C=C/C(/C=C/C2C=CC=CC=2)=O)=CC=1.[Pd].[Pd].COCCOC. The product is [CH3:15][C:9]1[CH:10]=[CH:11][C:12]([CH3:14])=[CH:13][C:8]=1[N:16]1[CH2:21][CH2:20][O:19][CH2:18][CH2:17]1. The yield is 0.950. (7) The reactants are [CH2:1]([O:3][C:4]1[C:9]([C:10]2[NH:15][C:14](=[O:16])[C:13]3=[C:17]([CH3:23])[N:18]=[C:19]([CH2:20][CH2:21][CH3:22])[N:12]3[N:11]=2)=[CH:8][C:7]([S:24](Cl)(=[O:26])=[O:25])=[C:6]([O:28][CH3:29])[CH:5]=1)[CH3:2].CN(C1C=CC=CN=1)C.[CH3:39][N:40]1[CH2:45][CH2:44][NH:43][CH2:42][CH2:41]1. The catalyst is ClCCl. The product is [CH2:1]([O:3][C:4]1[CH:5]=[C:6]([O:28][CH3:29])[C:7]([S:24]([N:43]2[CH2:44][CH2:45][N:40]([CH3:39])[CH2:41][CH2:42]2)(=[O:26])=[O:25])=[CH:8][C:9]=1[C:10]1[NH:15][C:14](=[O:16])[C:13]2=[C:17]([CH3:23])[N:18]=[C:19]([CH2:20][CH2:21][CH3:22])[N:12]2[N:11]=1)[CH3:2]. The yield is 0.550.